Dataset: Reaction yield outcomes from USPTO patents with 853,638 reactions. Task: Predict the reaction yield, written as a fraction of the theoretical maximum amount of product (1.0 means a 100% yield; for example, 0.34 means a 34% yield). (1) The reactants are [ClH:1].C(OC([N:9]1[CH2:12][CH:11]([C:13]2[C:18]([C:19]3[CH:24]=[CH:23][C:22]([O:25][CH3:26])=[CH:21][CH:20]=3)=[N:17][CH:16]=[CH:15][N:14]=2)[CH2:10]1)=O)(C)(C)C. The catalyst is CO. The product is [ClH:1].[NH:9]1[CH2:12][CH:11]([C:13]2[C:18]([C:19]3[CH:24]=[CH:23][C:22]([O:25][CH3:26])=[CH:21][CH:20]=3)=[N:17][CH:16]=[CH:15][N:14]=2)[CH2:10]1. The yield is 1.00. (2) The reactants are [CH3:1][C:2]([CH3:17])([CH2:5][O:6][Si:7]([CH:14]([CH3:16])[CH3:15])([CH:11]([CH3:13])[CH3:12])[CH:8]([CH3:10])[CH3:9])[CH2:3][OH:4].C(Cl)(Cl)(Cl)Cl.O.I([O-])(=O)(=O)=[O:25].[Na+]. The catalyst is C(#N)C.CCOC(C)=O. The product is [CH3:17][C:2]([CH3:1])([CH2:5][O:6][Si:7]([CH:8]([CH3:10])[CH3:9])([CH:14]([CH3:16])[CH3:15])[CH:11]([CH3:13])[CH3:12])[C:3]([OH:25])=[O:4]. The yield is 0.840.